Predict the reactants needed to synthesize the given product. From a dataset of Full USPTO retrosynthesis dataset with 1.9M reactions from patents (1976-2016). (1) Given the product [S:1]([C:7]1[CH:13]=[CH:12][C:10]([CH3:11])=[CH:9][CH:8]=1)([O-:4])(=[O:3])=[O:2].[CH2:15]([N+:17]1[CH:21]=[CH:20][N:19]([CH3:22])[CH:18]=1)[CH3:16], predict the reactants needed to synthesize it. The reactants are: [S:1]([C:7]1[CH:13]=[CH:12][C:10]([CH3:11])=[CH:9][CH:8]=1)([O:4]CC)(=[O:3])=[O:2].[Br-].[CH2:15]([N+:17]1[CH:21]=[CH:20][N:19]([CH3:22])[CH:18]=1)[CH3:16]. (2) Given the product [Br:1][C:2]1[CH:6]=[N:5][N:4]([CH3:7])[C:3]=1[NH:8][C:9]1[CH:14]=[CH:13][C:12]([C:20]2[CH:19]=[CH:18][C:17]([F:16])=[C:22]([F:23])[CH:21]=2)=[CH:11][CH:10]=1, predict the reactants needed to synthesize it. The reactants are: [Br:1][C:2]1[CH:6]=[N:5][N:4]([CH3:7])[C:3]=1[NH:8][C:9]1[CH:14]=[CH:13][C:12](I)=[CH:11][CH:10]=1.[F:16][C:17]1[CH:18]=[C:19](B(O)O)[CH:20]=[CH:21][C:22]=1[F:23].C(=O)([O-])[O-].[Cs+].[Cs+].COCCOC. (3) Given the product [NH2:14][C:11]1[CH:12]=[CH:13][C:8]([NH:7][C:6](=[O:17])[O:5][C:1]([CH3:3])([CH3:2])[CH3:4])=[N:9][CH:10]=1, predict the reactants needed to synthesize it. The reactants are: [C:1]([O:5][C:6](=[O:17])[NH:7][C:8]1[CH:13]=[CH:12][C:11]([N+:14]([O-])=O)=[CH:10][N:9]=1)([CH3:4])([CH3:3])[CH3:2]. (4) Given the product [CH:33]1[C:42]2[C:37](=[CH:38][CH:39]=[CH:40][CH:41]=2)[CH:36]=[CH:35][C:34]=1[C:43]([NH:1][C:2]1[CH:3]=[CH:4][C:5]([CH2:6][C:7]2[C:15]3[C:10](=[CH:11][CH:12]=[CH:13][CH:14]=3)[N:9]([CH2:16][C:17]([O:19][CH2:20][CH3:21])=[O:18])[C:8]=2[CH2:22][CH3:23])=[CH:24][CH:25]=1)=[O:44], predict the reactants needed to synthesize it. The reactants are: [NH2:1][C:2]1[CH:25]=[CH:24][C:5]([CH2:6][C:7]2[C:15]3[C:10](=[CH:11][CH:12]=[CH:13][CH:14]=3)[N:9]([CH2:16][C:17]([O:19][CH2:20][CH3:21])=[O:18])[C:8]=2[CH2:22][CH3:23])=[CH:4][CH:3]=1.C(N(CC)CC)C.[CH:33]1[C:42]2[C:37](=[CH:38][CH:39]=[CH:40][CH:41]=2)[CH:36]=[CH:35][C:34]=1[C:43](Cl)=[O:44].O. (5) Given the product [C:30]([NH:29][C:27]1[CH:26]=[CH:25][C:23]2[NH:24][C:19]([C:3]3[C:4](=[O:18])[C@:5]([CH3:17])([CH2:12][CH2:13][CH:14]([CH3:15])[CH3:16])[C:6]4[C:11](=[CH:10][CH:9]=[CH:8][CH:7]=4)[C:2]=3[O-:1])=[N:20][S:21](=[O:33])(=[O:34])[C:22]=2[CH:28]=1)(=[O:32])[CH3:31].[Na+:36], predict the reactants needed to synthesize it. The reactants are: [OH:1][C:2]1[C:11]2[C:6](=[CH:7][CH:8]=[CH:9][CH:10]=2)[C@@:5]([CH3:17])([CH2:12][CH2:13][CH:14]([CH3:16])[CH3:15])[C:4](=[O:18])[C:3]=1[C:19]1[NH:24][C:23]2[CH:25]=[CH:26][C:27]([NH:29][C:30](=[O:32])[CH3:31])=[CH:28][C:22]=2[S:21](=[O:34])(=[O:33])[N:20]=1.[OH-].[Na+:36]. (6) The reactants are: [CH2:1]([NH:3][C:4]1[CH:9]=[CH:8][C:7]([CH3:10])=[C:6]([F:11])[CH:5]=1)[CH3:2].Br.Br[CH2:14][CH2:15][NH2:16]. Given the product [CH2:1]([N:3]([C:4]1[CH:9]=[CH:8][C:7]([CH3:10])=[C:6]([F:11])[CH:5]=1)[CH2:14][CH2:15][NH2:16])[CH3:2], predict the reactants needed to synthesize it. (7) Given the product [F:36][C:4]1[CH:3]=[C:2]([NH:1][C:42]([NH:37][CH:38]2[CH2:40][CH2:39]2)=[O:45])[CH:35]=[CH:34][C:5]=1[O:6][C:7]1[CH:12]=[CH:11][N:10]=[C:9]2[CH:13]=[C:14]([C:16]3[N:17]([CH3:33])[C:18]([CH2:21][N:22]([CH2:29][CH2:30][O:31][CH3:32])[C:23]([NH:25][CH:26]4[CH2:27][CH2:28]4)=[O:24])=[CH:19][N:20]=3)[S:15][C:8]=12, predict the reactants needed to synthesize it. The reactants are: [NH2:1][C:2]1[CH:35]=[CH:34][C:5]([O:6][C:7]2[CH:12]=[CH:11][N:10]=[C:9]3[CH:13]=[C:14]([C:16]4[N:17]([CH3:33])[C:18]([CH2:21][N:22]([CH2:29][CH2:30][O:31][CH3:32])[C:23]([NH:25][CH:26]5[CH2:28][CH2:27]5)=[O:24])=[CH:19][N:20]=4)[S:15][C:8]=23)=[C:4]([F:36])[CH:3]=1.[N:37]1[CH:42]=C[CH:40]=[CH:39][CH:38]=1.ClC(OC1C=CC=CC=1)=[O:45].C1(N)CC1. (8) Given the product [CH3:25][N:24]([N:26]=[C:27]1[CH:28]=[CH:29][C:30]([NH:33][C:20]([CH:16]2[N:15]([C:14]([NH:15][C:16]3[CH:20]=[CH:35][C:34]([Cl:37])=[CH:18][CH:17]=3)=[O:38])[CH2:14][C:13]3[CH:12]=[CH:11][S:19][C:18]=3[CH2:17]2)=[O:22])=[CH:31][CH2:32]1)[CH3:23], predict the reactants needed to synthesize it. The reactants are: ClC1C=CC(NC([C:11]2[S:19][C:18]3[CH2:17][CH:16]([C:20]([OH:22])=O)[NH:15][CH2:14][C:13]=3[CH:12]=2)=O)=CC=1.[CH3:23][N:24]([N:26]=[C:27]1[CH:32]=[CH:31][C:30]([NH2:33])=[CH:29][CH2:28]1)[CH3:25].[CH2:34]([Cl:37])[CH2:35]Cl.[OH2:38]. (9) Given the product [Br:15][C:16]1[CH:24]=[CH:23][C:19]([C:20]([NH:10][S:7]([C:2]2[CH:3]=[CH:4][CH:5]=[CH:6][C:1]=2[S:11](=[O:13])(=[O:12])[NH2:14])(=[O:9])=[O:8])=[O:21])=[C:18]([F:25])[CH:17]=1, predict the reactants needed to synthesize it. The reactants are: [C:1]1([S:11]([NH2:14])(=[O:13])=[O:12])[C:2]([S:7]([NH2:10])(=[O:9])=[O:8])=[CH:3][CH:4]=[CH:5][CH:6]=1.[Br:15][C:16]1[CH:24]=[CH:23][C:19]([C:20](O)=[O:21])=[C:18]([F:25])[CH:17]=1.Cl.CN(C)CCCN=C=NCC.O.